The task is: Regression. Given two drug SMILES strings and cell line genomic features, predict the synergy score measuring deviation from expected non-interaction effect.. This data is from NCI-60 drug combinations with 297,098 pairs across 59 cell lines. (1) Drug 1: C1=CC(=CC=C1CCC2=CNC3=C2C(=O)NC(=N3)N)C(=O)NC(CCC(=O)O)C(=O)O. Drug 2: N.N.Cl[Pt+2]Cl. Cell line: SK-MEL-2. Synergy scores: CSS=13.3, Synergy_ZIP=-2.39, Synergy_Bliss=2.81, Synergy_Loewe=-17.8, Synergy_HSA=-0.353. (2) Drug 1: CC1OCC2C(O1)C(C(C(O2)OC3C4COC(=O)C4C(C5=CC6=C(C=C35)OCO6)C7=CC(=C(C(=C7)OC)O)OC)O)O. Drug 2: C1CN1P(=S)(N2CC2)N3CC3. Synergy scores: CSS=27.3, Synergy_ZIP=-3.75, Synergy_Bliss=-2.27, Synergy_Loewe=-2.16, Synergy_HSA=0.922. Cell line: SF-539. (3) Drug 1: CCC1(CC2CC(C3=C(CCN(C2)C1)C4=CC=CC=C4N3)(C5=C(C=C6C(=C5)C78CCN9C7C(C=CC9)(C(C(C8N6C)(C(=O)OC)O)OC(=O)C)CC)OC)C(=O)OC)O.OS(=O)(=O)O. Drug 2: CC12CCC3C(C1CCC2O)C(CC4=C3C=CC(=C4)O)CCCCCCCCCS(=O)CCCC(C(F)(F)F)(F)F. Cell line: U251. Synergy scores: CSS=-0.195, Synergy_ZIP=1.28, Synergy_Bliss=2.08, Synergy_Loewe=-0.0180, Synergy_HSA=-0.491. (4) Drug 1: C1CCC(CC1)NC(=O)N(CCCl)N=O. Drug 2: C1CN(P(=O)(OC1)NCCCl)CCCl. Cell line: UACC62. Synergy scores: CSS=20.5, Synergy_ZIP=-7.02, Synergy_Bliss=-6.33, Synergy_Loewe=-17.4, Synergy_HSA=-6.27. (5) Drug 2: C1=NNC2=C1C(=O)NC=N2. Drug 1: C1=NC2=C(N1)C(=S)N=CN2. Cell line: UO-31. Synergy scores: CSS=21.2, Synergy_ZIP=-4.31, Synergy_Bliss=0.426, Synergy_Loewe=-7.99, Synergy_HSA=-2.88. (6) Drug 1: C1CCN(CC1)CCOC2=CC=C(C=C2)C(=O)C3=C(SC4=C3C=CC(=C4)O)C5=CC=C(C=C5)O. Drug 2: C1=CC=C(C(=C1)C(C2=CC=C(C=C2)Cl)C(Cl)Cl)Cl. Cell line: NCI-H522. Synergy scores: CSS=10.7, Synergy_ZIP=-0.552, Synergy_Bliss=1.66, Synergy_Loewe=1.45, Synergy_HSA=0.797.